From a dataset of Forward reaction prediction with 1.9M reactions from USPTO patents (1976-2016). Predict the product of the given reaction. (1) Given the reactants [CH3:1][C:2]1[NH:3][C:4](=O)[CH:5]=[CH:6][C:7]=1[C:8]([O:10][CH2:11][CH3:12])=[O:9].N.P(Cl)(Cl)([Cl:17])=O, predict the reaction product. The product is: [Cl:17][C:4]1[CH:5]=[CH:6][C:7]([C:8]([O:10][CH2:11][CH3:12])=[O:9])=[C:2]([CH3:1])[N:3]=1. (2) Given the reactants [C:1]([C:4]1[CH:9]=[CH:8][C:7]([S:10]([NH2:13])(=[O:12])=[O:11])=[CH:6][CH:5]=1)(=[O:3])[CH3:2].[CH3:14][O:15][C:16]1[C:23]([C:24]2[S:25][CH:26]=[CH:27][CH:28]=2)=[CH:22][C:19]([CH:20]=O)=[C:18]([O:29][CH2:30][CH2:31][CH2:32][N:33]2[CH2:38][CH2:37][O:36][CH2:35][CH2:34]2)[CH:17]=1, predict the reaction product. The product is: [CH3:14][O:15][C:16]1[C:23]([C:24]2[S:25][CH:26]=[CH:27][CH:28]=2)=[CH:22][C:19](/[CH:20]=[CH:2]/[C:1]([C:4]2[CH:5]=[CH:6][C:7]([S:10]([NH2:13])(=[O:11])=[O:12])=[CH:8][CH:9]=2)=[O:3])=[C:18]([O:29][CH2:30][CH2:31][CH2:32][N:33]2[CH2:34][CH2:35][O:36][CH2:37][CH2:38]2)[CH:17]=1.